Predict the product of the given reaction. From a dataset of Forward reaction prediction with 1.9M reactions from USPTO patents (1976-2016). (1) Given the reactants N(C(OCC)=O)=NC(OCC)=O.[Cl:13][C:14]1[CH:33]=[CH:32][C:17]([NH:18][C:19]2[C:28]3[C:23](=[CH:24][C:25]([OH:31])=[C:26]([O:29][CH3:30])[CH:27]=3)[N:22]=[CH:21][N:20]=2)=[C:16]([F:34])[CH:15]=1.C1(P(C2C=CC=CC=2)C2C=CC=CC=2)C=CC=CC=1.[O:54]1[CH2:59][CH2:58][N:57]([CH2:60][CH2:61][O:62][CH2:63][CH2:64]O)[CH2:56][CH2:55]1, predict the reaction product. The product is: [ClH:13].[Cl:13][C:14]1[CH:33]=[CH:32][C:17]([NH:18][C:19]2[C:28]3[C:23](=[CH:24][C:25]([O:31][CH2:64][CH2:63][O:62][CH2:61][CH2:60][N:57]4[CH2:58][CH2:59][O:54][CH2:55][CH2:56]4)=[C:26]([O:29][CH3:30])[CH:27]=3)[N:22]=[CH:21][N:20]=2)=[C:16]([F:34])[CH:15]=1. (2) Given the reactants [N+:1]([CH2:4][C:5]1([OH:12])[CH2:11][O:10][CH2:9][CH2:8][O:7][CH2:6]1)([O-])=O, predict the reaction product. The product is: [NH2:1][CH2:4][C:5]1([OH:12])[CH2:11][O:10][CH2:9][CH2:8][O:7][CH2:6]1. (3) Given the reactants [NH2:1][C@@H:2]([C@H:5]([CH2:11][CH3:12])[CH2:6][C:7]([F:10])([F:9])[F:8])[CH2:3][OH:4].C(N(CC)CC)C.[Cl:20][C:21]1[S:25][C:24]([S:26](Cl)(=[O:28])=[O:27])=[CH:23][CH:22]=1, predict the reaction product. The product is: [Cl:20][C:21]1[S:25][C:24]([S:26]([NH:1][C@H:2]([CH2:3][OH:4])[C@H:5]([CH2:11][CH3:12])[CH2:6][C:7]([F:8])([F:9])[F:10])(=[O:28])=[O:27])=[CH:23][CH:22]=1. (4) Given the reactants FC(F)(F)[C:3]([O-:5])=[O:4].[C:8]([C@@H:11]([NH3+:20])[CH2:12][CH2:13][C@H:14]([S:17](C)=[S:18])[CH2:15][NH3+:16])([OH:10])=[O:9].F[C:22](F)(F)C([O-])=O.C(=O)(O)[O-].[Na+].C(=O)([O-])OC1C=CC([N+]([O-])=O)=CC=1[CH2:44][C:45]1[CH:50]=[CH:49][CH:48]=[CH:47][C:46]=1[N:51]=[N+:52]=[N-:53].C(N(CC([O-])=O)CC([O-])=O)CN(CC(O)=O)CC(O)=O.[Na+].[Na+], predict the reaction product. The product is: [NH2:20][C@@H:11]([CH2:12][CH2:13][C@H:14]([S:17][S:18][CH3:22])[CH2:15][NH:16][C:3]([O:5][CH2:44][C:45]1[CH:50]=[CH:49][CH:48]=[CH:47][C:46]=1[N:51]=[N+:52]=[N-:53])=[O:4])[C:8]([OH:10])=[O:9]. (5) Given the reactants [NH2:1][C@@H:2]([CH3:6])[C:3]([OH:5])=[O:4].[OH-].[Na+].C1COCC1.[CH3:14][C:15]([O:18][C:19](O[C:19]([O:18][C:15]([CH3:17])([CH3:16])[CH3:14])=[O:20])=[O:20])([CH3:17])[CH3:16], predict the reaction product. The product is: [C:15]([O:18][C:19]([NH:1][C@@H:2]([CH3:6])[C:3]([OH:5])=[O:4])=[O:20])([CH3:17])([CH3:16])[CH3:14]. (6) Given the reactants [CH2:1]([O:8][N:9]=[C:10]1[C:18]2([CH2:23][CH2:22][CH2:21][CH2:20][CH2:19]2)[C:17]2[C:12](=[CH:13][CH:14]=[C:15](Br)[CH:16]=2)[NH:11]1)[C:2]1[CH:7]=[CH:6][CH:5]=[CH:4][CH:3]=1.[N+:25]([C:28]1[CH:29]=[C:30](B(O)O)[CH:31]=[CH:32][CH:33]=1)([O-:27])=[O:26], predict the reaction product. The product is: [CH2:1]([O:8][N:9]=[C:10]1[C:18]2([CH2:23][CH2:22][CH2:21][CH2:20][CH2:19]2)[C:17]2[C:12](=[CH:13][CH:14]=[C:15]([C:32]3[CH:31]=[CH:30][CH:29]=[C:28]([N+:25]([O-:27])=[O:26])[CH:33]=3)[CH:16]=2)[NH:11]1)[C:2]1[CH:7]=[CH:6][CH:5]=[CH:4][CH:3]=1. (7) Given the reactants [C:1]1([C:13]([OH:15])=O)[C:11]2=[C:12]3[C:7](=[CH:8][CH:9]=[CH:10]2)[CH2:6][CH2:5][CH2:4][N:3]3[CH:2]=1.F[P-](F)(F)(F)(F)F.N1(OC(N(C)C)=[N+](C)C)C2N=CC=CC=2N=N1.C(N(CC)CC)C.[C:47]([NH:50][NH2:51])(=[O:49])[CH3:48], predict the reaction product. The product is: [C:47]([NH:50][NH:51][C:13]([C:1]1[C:11]2=[C:12]3[C:7](=[CH:8][CH:9]=[CH:10]2)[CH2:6][CH2:5][CH2:4][N:3]3[CH:2]=1)=[O:15])(=[O:49])[CH3:48].